From a dataset of TCR-epitope binding with 47,182 pairs between 192 epitopes and 23,139 TCRs. Binary Classification. Given a T-cell receptor sequence (or CDR3 region) and an epitope sequence, predict whether binding occurs between them. (1) The epitope is KRWIILGLNK. The TCR CDR3 sequence is CASSPGQYSHEQYF. Result: 1 (the TCR binds to the epitope). (2) The epitope is MMISAGFSL. The TCR CDR3 sequence is CASSQEPGGTSGIDEQFF. Result: 0 (the TCR does not bind to the epitope). (3) The epitope is LLWNGPMAV. The TCR CDR3 sequence is CASSFSGGHYEQYF. Result: 1 (the TCR binds to the epitope). (4) The epitope is FPPTSFGPL. The TCR CDR3 sequence is CASSQTSGRWELFF. Result: 0 (the TCR does not bind to the epitope).